From a dataset of Forward reaction prediction with 1.9M reactions from USPTO patents (1976-2016). Predict the product of the given reaction. (1) Given the reactants [NH2:1][C:2]1([C:5]([OH:7])=[O:6])[CH2:4][CH2:3]1.C(CN)CC(O)=[O:11].CC1C(O)=C(C=O)C(COP(O)(O)=O)=CN=1, predict the reaction product. The product is: [O:11]=[C:2]([CH2:3][CH3:4])[C:5]([O-:7])=[O:6].[NH2:1][C:2]1([C:5]([O-:7])=[O:6])[CH2:4][CH2:3]1.[NH2:1][C:2]1([C:5]([OH:7])=[O:6])[CH2:4][CH2:3]1. (2) Given the reactants [CH3:1][S:2]([CH2:5][CH2:6][CH2:7][OH:8])(=[O:4])=[O:3].[H-].[Na+].[Br:11][C:12]1[CH:13]=[N:14][CH:15]=[C:16]([CH2:18]Br)[CH:17]=1.[NH4+].[Cl-], predict the reaction product. The product is: [Br:11][C:12]1[CH:13]=[N:14][CH:15]=[C:16]([CH2:18][O:8][CH2:7][CH2:6][CH2:5][S:2]([CH3:1])(=[O:4])=[O:3])[CH:17]=1. (3) Given the reactants [CH2:1]([O:3][C:4](=[O:12])[CH2:5][C:6]1[CH:11]=[CH:10][CH:9]=[CH:8][CH:7]=1)[CH3:2].C[Si]([N-][Si](C)(C)C)(C)C.[K+].[CH2:23]([O:25]C(OCC)CBr)[CH3:24].C(Cl)(Cl)Cl.C(O)(C(F)(F)F)=O.C([O-])([O-])=O.[K+].[K+], predict the reaction product. The product is: [CH2:1]([O:3][C:4](=[O:12])[CH:5]([C:6]1[CH:11]=[CH:10][CH:9]=[CH:8][CH:7]=1)[CH2:24][CH:23]=[O:25])[CH3:2]. (4) Given the reactants C[O:2][C:3]1[CH:4]=[C:5]2[C:10](=[CH:11][CH:12]=1)[CH:9]=[C:8]([C:13]1[O:17][C:16]([C:18]3[CH:23]=[CH:22][CH:21]=[CH:20][CH:19]=3)=[N:15][CH:14]=1)[CH:7]=[CH:6]2.Br, predict the reaction product. The product is: [C:18]1([C:16]2[O:17][C:13]([C:8]3[CH:9]=[C:10]4[C:5](=[CH:6][CH:7]=3)[CH:4]=[C:3]([OH:2])[CH:12]=[CH:11]4)=[CH:14][N:15]=2)[CH:19]=[CH:20][CH:21]=[CH:22][CH:23]=1.